Dataset: Reaction yield outcomes from USPTO patents with 853,638 reactions. Task: Predict the reaction yield, written as a fraction of the theoretical maximum amount of product (1.0 means a 100% yield; for example, 0.34 means a 34% yield). (1) The reactants are [Cl:1][C:2]1[CH:19]=[C:18]([Cl:20])[CH:17]=[CH:16][C:3]=1[O:4][C:5]1[C:10]([CH2:11][OH:12])=[CH:9][CH:8]=[C:7]([O:13][CH2:14][CH3:15])[N:6]=1.C1(C)C=CC=CC=1. The catalyst is O1CCCC1.[O-2].[O-2].[Mn+4]. The product is [Cl:1][C:2]1[CH:19]=[C:18]([Cl:20])[CH:17]=[CH:16][C:3]=1[O:4][C:5]1[N:6]=[C:7]([O:13][CH2:14][CH3:15])[CH:8]=[CH:9][C:10]=1[CH:11]=[O:12]. The yield is 0.900. (2) The reactants are [Li+].[OH-].CC[O:5][C:6]([CH:8]1[CH2:13][N:12]([C:14]([O:16][C:17]([CH3:20])([CH3:19])[CH3:18])=[O:15])[C:11]2[CH:21]=[C:22]([Cl:29])[C:23]([NH:25][C:26](=[O:28])[CH3:27])=[CH:24][C:10]=2[O:9]1)=[O:7]. The catalyst is C1COCC1.O. The product is [C:17]([O:16][C:14]([N:12]1[C:11]2[CH:21]=[C:22]([Cl:29])[C:23]([NH:25][C:26](=[O:28])[CH3:27])=[CH:24][C:10]=2[O:9][CH:8]([C:6]([OH:7])=[O:5])[CH2:13]1)=[O:15])([CH3:18])([CH3:19])[CH3:20]. The yield is 0.630. (3) The reactants are C(OC(=O)[NH:7][CH:8]1[CH2:13][CH2:12][N:11]([C:14]2[C:23]3[C:18](=[CH:19][C:20]([CH3:24])=[CH:21][CH:22]=3)[N:17]=[C:16]([C:25]3[CH:30]=[CH:29][CH:28]=[CH:27][C:26]=3[OH:31])[N:15]=2)[CH2:10][CH2:9]1)(C)(C)C.FC(F)(F)C(O)=O. The catalyst is ClCCl. The product is [NH2:7][CH:8]1[CH2:13][CH2:12][N:11]([C:14]2[C:23]3[C:18](=[CH:19][C:20]([CH3:24])=[CH:21][CH:22]=3)[N:17]=[C:16]([C:25]3[CH:30]=[CH:29][CH:28]=[CH:27][C:26]=3[OH:31])[N:15]=2)[CH2:10][CH2:9]1. The yield is 0.970.